Predict the reactants needed to synthesize the given product. From a dataset of Full USPTO retrosynthesis dataset with 1.9M reactions from patents (1976-2016). Given the product [C:1]([O:5][C:6](=[O:36])[NH:7][C@H:8]([C:12]1[CH:17]=[C:16]([C:18]2[N:22]([CH2:23][CH2:24][O:25][Si:26]([C:29]([CH3:32])([CH3:31])[CH3:30])([CH3:28])[CH3:27])[N:21]=[CH:20][C:19]=2[NH2:33])[CH:15]=[CH:14][N:13]=1)[CH2:9][CH:10]=[CH2:11])([CH3:2])([CH3:3])[CH3:4], predict the reactants needed to synthesize it. The reactants are: [C:1]([O:5][C:6](=[O:36])[NH:7][C@H:8]([C:12]1[CH:17]=[C:16]([C:18]2[N:22]([CH2:23][CH2:24][O:25][Si:26]([C:29]([CH3:32])([CH3:31])[CH3:30])([CH3:28])[CH3:27])[N:21]=[CH:20][C:19]=2[N+:33]([O-])=O)[CH:15]=[CH:14][N:13]=1)[CH2:9][CH:10]=[CH2:11])([CH3:4])([CH3:3])[CH3:2].C([O-])([O-])=O.[K+].[K+].O.